From a dataset of Full USPTO retrosynthesis dataset with 1.9M reactions from patents (1976-2016). Predict the reactants needed to synthesize the given product. (1) The reactants are: [CH:1]1([C:4]([CH:6](Br)[C:7]2[CH:12]=[CH:11][CH:10]=[CH:9][C:8]=2[F:13])=[O:5])[CH2:3][CH2:2]1.C1(C)C=CC(S(O)(=O)=O)=CC=1.[O:26]=[C:27]1[S:35][C:34]2[CH2:33][CH2:32][NH:31][CH2:30][C:29]=2[CH2:28]1.C(=O)(O)[O-].[Na+].[Br-].[Na+]. Given the product [CH:1]1([C:4]([CH:6]([N:31]2[CH2:32][CH2:33][C:34]3[S:35][C:27](=[O:26])[CH2:28][C:29]=3[CH2:30]2)[C:7]2[CH:12]=[CH:11][CH:10]=[CH:9][C:8]=2[F:13])=[O:5])[CH2:3][CH2:2]1, predict the reactants needed to synthesize it. (2) The reactants are: ClC1C(C)=[C:4]([C:18]2[C:26]3[C:25]([O:27][C@H:28](CC4C=CC=CC=4OCC4N(CC(F)(F)F)N=CC=4)C([O-])=O)=[N:24][CH:23]=NC=3SC=2I)C=CC=1OCCN1CCN(C)CC1.[Cl:53][C:54]1[C:55]([CH3:106])=[C:56]([C:70]2[C:78]3[C:77]([O:79][C@H:80]([CH2:86][C:87]4[CH:92]=[CH:91][CH:90]=[CH:89][C:88]=4[O:93][CH2:94][C:95]4[N:99]([CH2:100][C:101]([F:104])([F:103])[F:102])[N:98]=[CH:97][CH:96]=4)[C:81]([O:83][CH2:84][CH3:85])=[O:82])=[N:76][CH:75]=[N:74][C:73]=3[S:72][C:71]=2I)[CH:57]=[CH:58][C:59]=1[O:60][CH2:61][CH2:62][N:63]1[CH2:68][CH2:67][N:66]([CH3:69])[CH2:65][CH2:64]1.COC1N=CC(B(O)O)=CC=1.C(=O)([O-])[O-].[Cs+].[Cs+]. Given the product [Cl:53][C:54]1[C:55]([CH3:106])=[C:56]([C:70]2[C:78]3[C:77]([O:79][C@H:80]([CH2:86][C:87]4[CH:92]=[CH:91][CH:90]=[CH:89][C:88]=4[O:93][CH2:94][C:95]4[N:99]([CH2:100][C:101]([F:104])([F:103])[F:102])[N:98]=[CH:97][CH:96]=4)[C:81]([O:83][CH2:84][CH3:85])=[O:82])=[N:76][CH:75]=[N:74][C:73]=3[S:72][C:71]=2[C:4]2[CH:23]=[N:24][C:25]([O:27][CH3:28])=[CH:26][CH:18]=2)[CH:57]=[CH:58][C:59]=1[O:60][CH2:61][CH2:62][N:63]1[CH2:68][CH2:67][N:66]([CH3:69])[CH2:65][CH2:64]1, predict the reactants needed to synthesize it. (3) Given the product [Cl:1][CH:2]([Cl:6])[C:3]([OH:5])=[O:4].[Cl:1][CH2:2][Cl:6], predict the reactants needed to synthesize it. The reactants are: [Cl:1][CH:2]([Cl:6])[C:3]([OH:5])=[O:4]. (4) Given the product [NH2:1][C:2]1[CH:15]=[CH:14][C:5]([O:6][C:7]2[CH:12]=[CH:11][N:10]=[C:9]([NH:13][C:25]([NH:44][CH2:43][CH2:42][CH2:41][N:38]3[CH2:39][CH2:40][N:35]([CH3:34])[CH2:36][CH2:37]3)=[O:26])[CH:8]=2)=[CH:4][C:3]=1[Cl:16], predict the reactants needed to synthesize it. The reactants are: [NH2:1][C:2]1[CH:15]=[CH:14][C:5]([O:6][C:7]2[CH:12]=[CH:11][N:10]=[C:9]([NH2:13])[CH:8]=2)=[CH:4][C:3]=1[Cl:16].C(N(CC)CC)C.Cl[C:25](OC1C=CC=CC=1)=[O:26].[CH3:34][N:35]1[CH2:40][CH2:39][N:38]([CH2:41][CH2:42][CH2:43][NH2:44])[CH2:37][CH2:36]1. (5) Given the product [O:20]1[CH2:24][CH2:23][CH2:22][CH2:21]1.[N-:15]=[C:5]=[O:11].[CH3:22][CH2:21][O:20][CH2:24][CH3:23], predict the reactants needed to synthesize it. The reactants are: ClC(Cl)(O[C:5](=[O:11])OC(Cl)(Cl)Cl)Cl.C([N:15](CC)CC)C.[O:20]1[CH2:24][CH2:23][CH2:22][CH2:21]1.